This data is from Forward reaction prediction with 1.9M reactions from USPTO patents (1976-2016). The task is: Predict the product of the given reaction. (1) Given the reactants [NH2:1][C:2]1[N:7]([C:8]2[CH:13]=[CH:12][C:11]([NH:14][CH3:15])=[CH:10][CH:9]=2)[CH2:6][N:5]=[C:4]2[S:16][CH:17]=[CH:18][C:3]=12.[F:19][C:20]1[CH:25]=[CH:24][C:23]([C:26]([F:29])([F:28])[F:27])=[CH:22][C:21]=1[N:30]=[C:31]=[O:32].[N-]=C=O, predict the reaction product. The product is: [NH2:1][C:2]1[N:7]([C:8]2[CH:9]=[CH:10][C:11]([N:14]([C:31]([NH:30][C:21]3[CH:22]=[C:23]([C:26]([F:27])([F:29])[F:28])[CH:24]=[CH:25][C:20]=3[F:19])=[O:32])[CH3:15])=[CH:12][CH:13]=2)[CH2:6][N:5]=[C:4]2[S:16][CH:17]=[CH:18][C:3]=12. (2) Given the reactants [C:1]([O:8][CH2:9][CH3:10])(=[O:7])[C:2](OCC)=O.[O-]CC.[Na+].[CH3:15][C:16](=O)[CH2:17][CH3:18].O.[NH2:21][NH2:22], predict the reaction product. The product is: [CH2:17]([C:16]1[CH:15]=[C:2]([C:1]([O:8][CH2:9][CH3:10])=[O:7])[NH:22][N:21]=1)[CH3:18]. (3) Given the reactants [NH2:1][C:2]1[CH:3]=[C:4]([CH:7]=[C:8]([N:11]2[CH2:16][CH2:15][C@@H:14]([NH2:17])[C@H:13]([OH:18])[CH2:12]2)[C:9]=1[Cl:10])[C:5]#[N:6].C([O-])(=O)C.[K+].[Cl:24][CH2:25][C:26](Cl)=[O:27].C([O-])(O)=O.[Na+], predict the reaction product. The product is: [NH2:1][C:2]1[C:9]([Cl:10])=[C:8]([N:11]2[CH2:16][CH2:15][C@@H:14]([NH:17][C:26](=[O:27])[CH2:25][Cl:24])[C@H:13]([OH:18])[CH2:12]2)[CH:7]=[C:4]([C:5]#[N:6])[CH:3]=1. (4) The product is: [CH3:45][O:44][C:48](=[O:40])/[CH:47]=[CH:46]/[C:24]1[C:19]([CH2:18][N:9]([C:8]([O:7][C:3]([CH3:6])([CH3:5])[CH3:4])=[O:38])[C:10]2[CH:11]=[CH:12][C:13]([C:16]#[N:17])=[CH:14][CH:15]=2)=[CH:20][N:21]=[C:22]([CH3:37])[C:23]=1[O:27][CH2:28][C:29]1[CH:34]=[CH:33][CH:32]=[C:31]([C:35]#[N:36])[CH:30]=1. Given the reactants [H-].[Na+].[C:3]([O:7][C:8](=[O:38])[N:9]([CH2:18][C:19]1[CH:20]=[N:21][C:22]([CH3:37])=[C:23]([O:27][CH2:28][C:29]2[CH:34]=[CH:33][CH:32]=[C:31]([C:35]#[N:36])[CH:30]=2)[C:24]=1C=O)[C:10]1[CH:15]=[CH:14][C:13]([C:16]#[N:17])=[CH:12][CH:11]=1)([CH3:6])([CH3:5])[CH3:4].C(=O)(O)[O-:40].[Na+].[O:44]1[CH2:48][CH2:47][CH2:46][CH2:45]1, predict the reaction product. (5) Given the reactants [Cl-].[CH3:2][O:3]C[P+](C1C=CC=CC=1)(C1C=CC=CC=1)[C:6]1C=CC=C[CH:7]=1.C[Si]([N-][Si](C)(C)C)(C)C.[K+].[C:34]1(C)C=CC=C[CH:35]=1.[CH2:41]([C@@:44]1([CH3:70])[CH2:49][C@H:48]([C:50]2[CH:55]=[CH:54][CH:53]=[C:52]([Cl:56])[CH:51]=2)[C@@H:47]([C:57]2[CH:62]=[CH:61][C:60]([Cl:63])=[CH:59][CH:58]=2)[N:46]([C@@H:64]([CH2:67][CH3:68])[CH:65]=[O:66])[C:45]1=[O:69])[CH:42]=[CH2:43], predict the reaction product. The product is: [CH2:41]([C@@:44]1([CH3:70])[CH2:49][C@H:48]([C:50]2[CH:55]=[CH:54][CH:53]=[C:52]([Cl:56])[CH:51]=2)[C@@H:47]([C:57]2[CH:58]=[CH:59][C:60]([Cl:63])=[CH:61][CH:62]=2)[N:46]([C@@H:64]([CH2:34][CH3:35])/[CH:67]=[CH:68]/[O:3][CH3:2])[C:45]1=[O:69])[CH:42]=[CH2:43].[CH:6]([O:64][CH:65]=[CH2:66])=[CH2:7].